Task: Binary Classification. Given a miRNA mature sequence and a target amino acid sequence, predict their likelihood of interaction.. Dataset: Experimentally validated miRNA-target interactions with 360,000+ pairs, plus equal number of negative samples (1) The miRNA is hsa-miR-6129 with sequence UGAGGGAGUUGGGUGUAUA. The protein sequence of the target gene is MSNSHPLRPFTAVGEIDHVHILSEHIGALLIGEEYGDVTFVVEKKRFPAHRVILAARCQYFRALLYGGMRESQPEAEIPLQDTTAEAFTMLLKYIYTGRATLTDEKEEVLLDFLSLAHKYGFPELEDSTSEYLCTILNIQNVCMTFDVASLYSLPKLTCMCCMFMDRNAQEVLSSEGFLSLSKTALLNIVLRDSFAAPEKDIFLALLNWCKHNSKENHAEIMQAVRLPLMSLTELLNVVRPSGLLSPDAILDAIKVRSESRDMDLNYRGMLIPEENIATMKYGAQVVKGELKSALLDGDT.... Result: 1 (interaction). (2) The miRNA is mmu-miR-466c-3p with sequence AUACAUACACGCACACAUAAGA. The protein sequence of the target gene is MHVMNCVSLASDKENGTLATAAAFMTGQTSPSASPPPPPPPPPPPPCPHSGEGFSPSPPPPLPPPLPGGPPIPPPPPPGLPSVSYLNGYSSLGKKKRMRSFFWKTIPEEQVRGKTNIWTLAAKQQHQYQIDKKTIEELFGQQEDTSKASLPKRGGALNSSFRDAREEVTVLDAKRSMNIGIFLKQFKKSPQSIVEDIYQGKSEHYGSETLREILKLLPESEEVKKLKAFNGDVSKLSLADSFLHCLIQVPNYSLRIEAMVLKKEFLPSCSSLFKDIRTLRAATKELMLCEELHSILHLVL.... Result: 1 (interaction). (3) The miRNA is hsa-miR-3180-3p with sequence UGGGGCGGAGCUUCCGGAGGCC. The protein sequence of the target gene is MDERLLGPPPPGGGRGGLGLVSGEPGGPGEPPGGGDPGGGSGGVPGGRGKQDIGDILQQIMTITDQSLDEAQAKKHALNCHRMKPALFSVLCEIKEKTGLSIRSSQEEEPVDPQLMRLDNMLLAEGVAGPEKGGGSAAAAAAAAASGGGVSPDNSIEHSDYRSKLAQIRHIYHSELEKYEQACNEFTTHVMNLLREQSRTRPVAPKEMERMVSIIHRKFSAIQMQLKQSTCEAVMILRSRFLDARRKRRNFSKQATEVLNEYFYSHLSNPYPSEEAKEELAKKCGITVSQVSNWFGNKRI.... Result: 1 (interaction). (4) The miRNA is hsa-miR-629-3p with sequence GUUCUCCCAACGUAAGCCCAGC. The protein sequence of the target gene is MASSDIQVKELEKRASGQAFELILSPRSKESVPEFPLSPPKKKDLSLEEIQKKLEAAEERRKSHEAEVLKQLAEKREHEKEVLQKAIEENNNFSKMAEEKLTHKMEANKENREAQMAAKLERLREKDKHIEEVRKNKESKDPADETEAD. Result: 1 (interaction). (5) The miRNA is hsa-miR-4711-3p with sequence CGUGUCUUCUGGCUUGAU. The protein sequence of the target gene is MSTVVSEGRNDGNNRYSPQDEVEDRLPDVVDNRLTENMRVPSFERLPSPTPRYFGSCKWFNVSKGYGFVIDDITGEDLFVHQSNLNMQGFRSLDEGERVSYYIQERSNGKGREAYAVSGEVEGQGLKGSRIHPLGRKKAVSLRCFRCGKFATHKAKSCPNVKTDAKVCYTCGSEEHVSSICPERRRKHRPEQVAAEEAEAARMAAEKSSPTTSDDDIREKNSNSSDE. Result: 0 (no interaction).